This data is from Catalyst prediction with 721,799 reactions and 888 catalyst types from USPTO. The task is: Predict which catalyst facilitates the given reaction. (1) Reactant: [CH3:1][N:2]1[CH2:6][CH2:5][CH2:4][C@H:3]1[CH2:7][C:8]1[CH:16]=[C:15]2[C:11]([CH:12]=[CH:13][NH:14]2)=[CH:10][CH:9]=1.[H-].[Na+].C([O-])([O-])=O.[K+].[K+].I[CH:26]([CH3:28])[CH3:27]. Product: [CH:26]([N:14]1[C:15]2[C:11](=[CH:10][CH:9]=[C:8]([CH:7]3[CH2:4][CH2:5][CH2:6][N:2]([CH3:1])[CH2:3]3)[CH:16]=2)[CH:12]=[CH:13]1)([CH3:28])[CH3:27]. The catalyst class is: 451. (2) Reactant: [CH3:1][O:2][C:3]1[CH:4]=[CH:5][C:6]2[O:11][CH2:10][C:9](=[O:12])[NH:8][C:7]=2[CH:13]=1.C([O-])([O-])=O.[Cs+].[Cs+].[Cl:20][CH2:21][CH2:22][CH2:23]I. Product: [Cl:20][CH2:21][CH2:22][CH2:23][N:8]1[C:7]2[CH:13]=[C:3]([O:2][CH3:1])[CH:4]=[CH:5][C:6]=2[O:11][CH2:10][C:9]1=[O:12]. The catalyst class is: 243. (3) Reactant: [CH2:1]([O:3][C:4](=[O:31])[CH2:5][C:6]1[CH:11]=[CH:10][C:9]([O:12][CH3:13])=[C:8]([C:14]2[CH:22]=[CH:21][C:20]([F:23])=[C:19]3[C:15]=2[CH2:16][N:17](CC2C=CC=CC=2)[CH2:18]3)[CH:7]=1)[CH3:2]. Product: [CH2:1]([O:3][C:4](=[O:31])[CH2:5][C:6]1[CH:11]=[CH:10][C:9]([O:12][CH3:13])=[C:8]([C:14]2[CH:22]=[CH:21][C:20]([F:23])=[C:19]3[C:15]=2[CH2:16][NH:17][CH2:18]3)[CH:7]=1)[CH3:2]. The catalyst class is: 29. (4) Reactant: C(O[C:6]([N:8](C)[CH:9]([CH2:15][CH2:16][CH2:17][CH2:18][B:19]1[O:23]C(C)(C)C(C)(C)[O:20]1)[C:10]([O:12]CC)=[O:11])=O)(C)(C)C. Product: [B:19]([CH2:18][CH2:17][CH2:16][CH2:15][CH:9]([NH:8][CH3:6])[C:10]([OH:12])=[O:11])([OH:23])[OH:20]. The catalyst class is: 33. (5) Reactant: [Cl:1][C:2]1[CH:7]=[C:6]([O:8][CH3:9])[C:5]([O:10][CH2:11][C:12]2[C:17]([O:18][CH3:19])=[CH:16][CH:15]=[C:14]([F:20])[C:13]=2[F:21])=[CH:4][C:3]=1[NH:22][C:23]1[C:28]([C:29]([O:31]CC)=[O:30])=[C:27]([CH3:34])[N:26]=[CH:25][N:24]=1.[OH-].[Na+].Cl. Product: [Cl:1][C:2]1[CH:7]=[C:6]([O:8][CH3:9])[C:5]([O:10][CH2:11][C:12]2[C:17]([O:18][CH3:19])=[CH:16][CH:15]=[C:14]([F:20])[C:13]=2[F:21])=[CH:4][C:3]=1[NH:22][C:23]1[C:28]([C:29]([OH:31])=[O:30])=[C:27]([CH3:34])[N:26]=[CH:25][N:24]=1. The catalyst class is: 83. (6) Reactant: [C:1]([C:5]1[CH:10]=[CH:9][C:8]([CH3:11])=[C:7]([N+:12]([O-])=O)[CH:6]=1)([CH3:4])([CH3:3])[CH3:2]. Product: [C:1]([C:5]1[CH:10]=[CH:9][C:8]([CH3:11])=[C:7]([CH:6]=1)[NH2:12])([CH3:4])([CH3:3])[CH3:2]. The catalyst class is: 19.